Predict the reaction yield, written as a fraction of the theoretical maximum amount of product (1.0 means a 100% yield; for example, 0.34 means a 34% yield). From a dataset of Reaction yield outcomes from USPTO patents with 853,638 reactions. (1) The reactants are O1CCCC1.[NH2:6][C:7]1[C:12]([C:13]2[O:17][N:16]=[C:15]([CH2:18][C:19]3[CH:24]=[CH:23][C:22]([OH:25])=[CH:21][CH:20]=3)[CH:14]=2)=[CH:11][CH:10]=[C:9]([NH2:26])[N:8]=1.[OH-].[Na+].Cl[CH2:30][C:31]1[CH:36]=[CH:35][CH:34]=[C:33]([O:37][CH3:38])[N:32]=1. The catalyst is CN(C)C=O. The product is [CH3:38][O:37][C:33]1[N:32]=[C:31]([CH2:30][O:25][C:22]2[CH:23]=[CH:24][C:19]([CH2:18][C:15]3[CH:14]=[C:13]([C:12]4[C:7]([NH2:6])=[N:8][C:9]([NH2:26])=[CH:10][CH:11]=4)[O:17][N:16]=3)=[CH:20][CH:21]=2)[CH:36]=[CH:35][CH:34]=1. The yield is 0.610. (2) The reactants are Br[C:2]1[CH:3]=[C:4]([NH:10][C:11]2[CH:16]=[CH:15][C:14]([C:17]3[CH2:18][CH2:19][N:20]([CH:23]4[CH2:26][O:25][CH2:24]4)[CH2:21][CH:22]=3)=[CH:13][N:12]=2)[C:5](=[O:9])[N:6]([CH3:8])[CH:7]=1.[C:27]([O:30][CH2:31][C:32]1[C:33]([N:47]2[CH2:59][CH2:58][N:50]3[C:51]4[CH2:52][CH2:53][CH2:54][CH2:55][C:56]=4[CH:57]=[C:49]3[C:48]2=[O:60])=[N:34][CH:35]=[CH:36][C:37]=1B1OC(C)(C)C(C)(C)O1)(=[O:29])[CH3:28].[O-]P([O-])([O-])=O.[K+].[K+].[K+].C([O-])(=O)C.[Na+]. The catalyst is C1C=CC(P(C2C=CC=CC=2)[C-]2C=CC=C2)=CC=1.C1C=CC(P(C2C=CC=CC=2)[C-]2C=CC=C2)=CC=1.Cl[Pd]Cl.[Fe+2].O.C(#N)C. The product is [C:27]([O:30][CH2:31][C:32]1[C:33]([N:47]2[CH2:59][CH2:58][N:50]3[C:51]4[CH2:52][CH2:53][CH2:54][CH2:55][C:56]=4[CH:57]=[C:49]3[C:48]2=[O:60])=[N:34][CH:35]=[CH:36][C:37]=1[C:2]1[CH:3]=[C:4]([NH:10][C:11]2[CH:16]=[CH:15][C:14]([C:17]3[CH2:18][CH2:19][N:20]([CH:23]4[CH2:26][O:25][CH2:24]4)[CH2:21][CH:22]=3)=[CH:13][N:12]=2)[C:5](=[O:9])[N:6]([CH3:8])[CH:7]=1)(=[O:29])[CH3:28]. The yield is 0.680. (3) The reactants are [Br:1][C:2]1[S:6][C:5]([S:7]([NH:10][CH2:11][CH2:12][OH:13])(=[O:9])=[O:8])=[CH:4][CH:3]=1.N1C=CN=C1.[C:19]([Si:23](Cl)([CH3:25])[CH3:24])([CH3:22])([CH3:21])[CH3:20]. The catalyst is C(Cl)Cl. The product is [Br:1][C:2]1[S:6][C:5]([S:7]([NH:10][CH2:11][CH2:12][O:13][Si:23]([C:19]([CH3:22])([CH3:21])[CH3:20])([CH3:25])[CH3:24])(=[O:9])=[O:8])=[CH:4][CH:3]=1. The yield is 0.550. (4) The reactants are [CH3:1][CH:2]([CH3:18])[C:3]([NH:5][C:6]1[CH:11]=[CH:10][CH:9]=[C:8]([CH:12]2[CH2:17][CH2:16][NH:15][CH2:14][CH2:13]2)[CH:7]=1)=[O:4].Br[CH2:20][CH2:21][CH2:22][N:23]1[C:27](=[O:28])[C:26]2=[CH:29][CH:30]=[CH:31][CH:32]=[C:25]2[C:24]1=[O:33].C([O-])([O-])=O.[K+].[K+].[Na+].[I-]. The catalyst is CN(C=O)C. The yield is 0.850. The product is [O:33]=[C:24]1[C:25]2[C:26](=[CH:29][CH:30]=[CH:31][CH:32]=2)[C:27](=[O:28])[N:23]1[CH2:22][CH2:21][CH2:20][N:15]1[CH2:16][CH2:17][CH:12]([C:8]2[CH:7]=[C:6]([NH:5][C:3](=[O:4])[CH:2]([CH3:18])[CH3:1])[CH:11]=[CH:10][CH:9]=2)[CH2:13][CH2:14]1. (5) The reactants are C([O:8][CH2:9][CH2:10][N:11]1[CH2:16][CH2:15][N:14]([C:17]2[CH:22]=[CH:21][C:20]([C:23]([O:32][CH2:33][O:34][CH3:35])([C:28]([F:31])([F:30])[F:29])[C:24]([F:27])([F:26])[F:25])=[CH:19][C:18]=2/[CH:36]=[CH:37]\[CH3:38])[CH2:13][CH2:12]1)C1C=CC=CC=1. The catalyst is CO.[C].[Pd]. The product is [F:26][C:24]([F:25])([F:27])[C:23]([C:20]1[CH:21]=[CH:22][C:17]([N:14]2[CH2:13][CH2:12][N:11]([CH2:10][CH2:9][OH:8])[CH2:16][CH2:15]2)=[C:18]([CH2:36][CH2:37][CH3:38])[CH:19]=1)([O:32][CH2:33][O:34][CH3:35])[C:28]([F:31])([F:30])[F:29]. The yield is 0.240. (6) The yield is 0.450. The product is [CH3:13][C:7]1([C:5]([O:4][CH2:2][CH3:3])=[O:6])[CH2:12][CH2:11][N:10]([CH:29]2[CH2:30][CH2:31][CH2:32][N:26]([C:24]([O:23][CH2:21][CH3:22])=[O:25])[CH2:27][CH2:28]2)[CH2:9][CH2:8]1. The catalyst is CO.C(Cl)Cl.CC(C)[O-].[Ti+4].CC(C)[O-].CC(C)[O-].CC(C)[O-].C(O)(=O)C. The reactants are Cl.[CH2:2]([O:4][C:5]([C:7]1([CH3:13])[CH2:12][CH2:11][NH:10][CH2:9][CH2:8]1)=[O:6])[CH3:3].C([O-])([O-])=O.[K+].[K+].O.[CH2:21]([O:23][C:24]([N:26]1[CH2:32][CH2:31][CH2:30][C:29](=O)[CH2:28][CH2:27]1)=[O:25])[CH3:22].